This data is from Peptide-MHC class I binding affinity with 185,985 pairs from IEDB/IMGT. The task is: Regression. Given a peptide amino acid sequence and an MHC pseudo amino acid sequence, predict their binding affinity value. This is MHC class I binding data. (1) The peptide sequence is IISAEKTPIR. The MHC is HLA-A11:01 with pseudo-sequence HLA-A11:01. The binding affinity (normalized) is 0.539. (2) The peptide sequence is GSEFLKSLY. The MHC is Mamu-A02 with pseudo-sequence Mamu-A02. The binding affinity (normalized) is 0.976. (3) The peptide sequence is VTVSNATL. The MHC is H-2-Kb with pseudo-sequence H-2-Kb. The binding affinity (normalized) is 0.247. (4) The peptide sequence is DIPPRWFM. The MHC is Mamu-A02 with pseudo-sequence Mamu-A02. The binding affinity (normalized) is 0.127. (5) The peptide sequence is GSIIQFPNTY. The MHC is HLA-A26:01 with pseudo-sequence HLA-A26:01. The binding affinity (normalized) is 0.303.